From a dataset of Reaction yield outcomes from USPTO patents with 853,638 reactions. Predict the reaction yield, written as a fraction of the theoretical maximum amount of product (1.0 means a 100% yield; for example, 0.34 means a 34% yield). (1) The reactants are [C:1]1([CH2:7][CH:8]([OH:10])[CH3:9])[CH:6]=[CH:5][CH:4]=[CH:3][CH:2]=1.Cl[C:12]1[N:13]=[C:14]([OH:22])[C:15]2[CH:21]=[CH:20][N:19]=[CH:18][C:16]=2[N:17]=1. No catalyst specified. The product is [C:1]1([CH2:7][CH:8]([O:10][C:12]2[N:13]=[C:14]([OH:22])[C:15]3[CH:21]=[CH:20][N:19]=[CH:18][C:16]=3[N:17]=2)[CH3:9])[CH:6]=[CH:5][CH:4]=[CH:3][CH:2]=1. The yield is 0.190. (2) The reactants are C(OC([NH:8][C@H:9]1[CH2:13][CH2:12][N:11]([CH:14]2[CH2:19][CH2:18][N:17]([C:20]([O:22][CH2:23][C:24]3[CH:29]=[CH:28][CH:27]=[CH:26][CH:25]=3)=[O:21])[CH2:16][CH2:15]2)[C:10]1=[O:30])=O)(C)(C)C. The product is [NH2:8][C@H:9]1[CH2:13][CH2:12][N:11]([CH:14]2[CH2:19][CH2:18][N:17]([C:20]([O:22][CH2:23][C:24]3[CH:29]=[CH:28][CH:27]=[CH:26][CH:25]=3)=[O:21])[CH2:16][CH2:15]2)[C:10]1=[O:30]. The catalyst is C(O)(C(F)(F)F)=O.C(Cl)Cl. The yield is 0.640. (3) The reactants are [CH3:1][C:2]([NH:7][C:8](=[O:18])[C:9]1[CH:14]=[CH:13][CH:12]=[CH:11][C:10]=1[N+:15]([O-:17])=[O:16])([CH3:6])[CH2:3][S:4][CH3:5].[I:19]N1C(=O)CCC1=O. No catalyst specified. The product is [CH3:6][C:2]([NH:7][C:8](=[O:18])[C:9]1[C:10]([N+:15]([O-:17])=[O:16])=[CH:11][CH:12]=[CH:13][C:14]=1[I:19])([CH3:1])[CH2:3][S:4][CH3:5]. The yield is 0.430. (4) The catalyst is CN(C=O)C. The yield is 0.510. The reactants are [F:1][C:2]1[CH:3]=[C:4]([C@H:8]2[CH2:12][CH2:11][C@@H:10]([CH2:13][OH:14])[N:9]2[C:15]2[CH:20]=[CH:19][N:18]3[N:21]=[CH:22][C:23]([C:24]([OH:26])=O)=[C:17]3[N:16]=2)[CH:5]=[N:6][CH:7]=1.[F:27][C:28]([F:33])([F:32])[C@H:29]([NH2:31])[CH3:30].CN(C(ON1N=NC2C=CC=NC1=2)=[N+](C)C)C.F[P-](F)(F)(F)(F)F.CCN(C(C)C)C(C)C. The product is [F:1][C:2]1[CH:3]=[C:4]([C@H:8]2[CH2:12][CH2:11][C@@H:10]([CH2:13][OH:14])[N:9]2[C:15]2[CH:20]=[CH:19][N:18]3[N:21]=[CH:22][C:23]([C:24]([NH:31][C@H:29]([CH3:30])[C:28]([F:33])([F:32])[F:27])=[O:26])=[C:17]3[N:16]=2)[CH:5]=[N:6][CH:7]=1. (5) The reactants are [Br:1][C:2]1[CH:7]=[C:6]([CH:8]2[CH2:12][CH2:11][CH2:10][O:9]2)[C:5]([NH:13]C(=O)C(F)(F)F)=[C:4]([N+:20]([O-:22])=[O:21])[CH:3]=1.[OH-].[Na+]. The catalyst is O1CCOCC1.CC(OC)(C)C. The product is [Br:1][C:2]1[CH:7]=[C:6]([CH:8]2[CH2:12][CH2:11][CH2:10][O:9]2)[C:5]([NH2:13])=[C:4]([N+:20]([O-:22])=[O:21])[CH:3]=1. The yield is 0.930. (6) The reactants are [CH3:1][C:2]1[CH:7]=[CH:6][C:5]([C:8]([O:10][CH3:11])=[O:9])=[CH:4][N:3]=1.C1C(=O)N([Br:19])C(=O)C1.CC(N=NC(C#N)(C)C)(C#N)C.C(=O)(O)[O-].[Na+]. The catalyst is C(OCC)(=O)C. The product is [Br:19][CH2:1][C:2]1[CH:7]=[CH:6][C:5]([C:8]([O:10][CH3:11])=[O:9])=[CH:4][N:3]=1. The yield is 0.280. (7) The reactants are [I-:1].[CH3:2][N:3]1[CH:7]=[CH:6][CH:5]=[C:4]1[CH2:8][N+](C)(C)C.[C:13]1([P:19]([C:26]2[CH:31]=[CH:30][CH:29]=[CH:28][CH:27]=2)[C:20]2[CH:25]=[CH:24][CH:23]=[CH:22][CH:21]=2)[CH:18]=[CH:17][CH:16]=[CH:15][CH:14]=1. The catalyst is C(#N)C. The product is [I-:1].[CH3:2][N:3]1[CH:7]=[CH:6][CH:5]=[C:4]1[CH2:8][P+:19]([C:20]1[CH:21]=[CH:22][CH:23]=[CH:24][CH:25]=1)([C:26]1[CH:31]=[CH:30][CH:29]=[CH:28][CH:27]=1)[C:13]1[CH:14]=[CH:15][CH:16]=[CH:17][CH:18]=1. The yield is 0.810. (8) The reactants are [NH2:1][C@@H:2]1[C@@H:11]([OH:12])[CH2:10][CH2:9][C:4]2([O:8][CH2:7][CH2:6][O:5]2)[CH2:3]1.O=[C:14]1[CH2:19][CH2:18][N:17]([C:20]([O:22][CH2:23][C:24]2[CH:29]=[CH:28][CH:27]=[CH:26][CH:25]=2)=[O:21])[CH2:16][CH2:15]1.C(O[BH-](OC(=O)C)OC(=O)C)(=O)C.[Na+].C([O-])(O)=O.[Na+]. The catalyst is C(Cl)Cl. The product is [OH:12][C@H:11]1[CH2:10][CH2:9][C:4]2([O:5][CH2:6][CH2:7][O:8]2)[CH2:3][C@@H:2]1[NH:1][CH:14]1[CH2:19][CH2:18][N:17]([C:20]([O:22][CH2:23][C:24]2[CH:25]=[CH:26][CH:27]=[CH:28][CH:29]=2)=[O:21])[CH2:16][CH2:15]1. The yield is 0.790. (9) The reactants are [NH2:1][C:2]1[CH:3]=[C:4]([OH:8])[CH:5]=[CH:6][CH:7]=1.C(=O)([O-])[O-].[Cs+].[Cs+].Cl[C:16]1[C:25]2[C:20](=[CH:21][C:22]([O:28][CH2:29][CH2:30][N:31]3[CH2:36][CH2:35][O:34][CH2:33][CH2:32]3)=[C:23]([O:26][CH3:27])[CH:24]=2)[N:19]=[CH:18][N:17]=1. The catalyst is C(O)(C)C. The product is [CH3:27][O:26][C:23]1[CH:24]=[C:25]2[C:20](=[CH:21][C:22]=1[O:28][CH2:29][CH2:30][N:31]1[CH2:36][CH2:35][O:34][CH2:33][CH2:32]1)[N:19]=[CH:18][N:17]=[C:16]2[O:8][C:4]1[CH:3]=[C:2]([CH:7]=[CH:6][CH:5]=1)[NH2:1]. The yield is 0.220.